This data is from Full USPTO retrosynthesis dataset with 1.9M reactions from patents (1976-2016). The task is: Predict the reactants needed to synthesize the given product. Given the product [F:1][C:2]1[CH:3]=[C:4]([C@:15]([NH:30][C:31]([NH:37][C:38]2[S:39][CH:40]=[CH:41][N:42]=2)=[O:32])([C:23]2[CH:24]=[CH:25][C:26]([F:29])=[CH:27][CH:28]=2)[CH2:16][C:17]2[CH:18]=[CH:19][CH:20]=[CH:21][CH:22]=2)[CH:5]=[C:6]([O:8][C:9]([F:13])([F:14])[CH:10]([F:12])[F:11])[CH:7]=1, predict the reactants needed to synthesize it. The reactants are: [F:1][C:2]1[CH:3]=[C:4]([C@:15]([NH:30][C:31](=O)[O:32]C(C)=C)([C:23]2[CH:28]=[CH:27][C:26]([F:29])=[CH:25][CH:24]=2)[CH2:16][C:17]2[CH:22]=[CH:21][CH:20]=[CH:19][CH:18]=2)[CH:5]=[C:6]([O:8][C:9]([F:14])([F:13])[CH:10]([F:12])[F:11])[CH:7]=1.[NH2:37][C:38]1[S:39][CH:40]=[CH:41][N:42]=1.CN1CCCC1.